From a dataset of Full USPTO retrosynthesis dataset with 1.9M reactions from patents (1976-2016). Predict the reactants needed to synthesize the given product. (1) Given the product [Br:1][C:2]1[N:6]([CH:7]([CH3:8])[CH3:9])[N:5]=[CH:4][C:3]=1[CH2:10][C:11]1([C:24]([OH:26])=[O:25])[CH2:16][CH2:15][N:14]([C:17]([O:19][C:20]([CH3:22])([CH3:21])[CH3:23])=[O:18])[CH2:13][CH2:12]1, predict the reactants needed to synthesize it. The reactants are: [Br:1][C:2]1[N:6]([CH:7]([CH3:9])[CH3:8])[N:5]=[CH:4][C:3]=1[CH2:10][C:11]1([C:24]([O:26]CC)=[O:25])[CH2:16][CH2:15][N:14]([C:17]([O:19][C:20]([CH3:23])([CH3:22])[CH3:21])=[O:18])[CH2:13][CH2:12]1.[OH-].[Li+]. (2) Given the product [OH:18][CH2:17][CH2:16][O:15][CH2:13][CH2:12][O:11][C:8]1[CH:9]=[CH:10][C:5]([C:1](=[O:4])[CH2:2][CH3:3])=[CH:6][CH:7]=1, predict the reactants needed to synthesize it. The reactants are: [C:1]([C:5]1[CH:10]=[CH:9][C:8]([O:11][CH2:12][C:13]([O:15][CH2:16][CH3:17])=O)=[CH:7][CH:6]=1)(=[O:4])[CH2:2][CH3:3].[OH:18]C1C=CC(C(=O)CC)=CC=1.ClCCOCCO.C([O-])([O-])=O.[K+].[K+]. (3) Given the product [CH3:1][O:2][C:3](=[O:28])[C:4]1[CH:9]=[CH:8][C:7]([CH3:10])=[C:6]([N:11]2[C:16](=[O:17])[C:15]([Cl:29])=[C:14]([O:18][CH2:19][C:20]3[CH:25]=[CH:24][CH:23]=[C:22]([CH3:26])[N:21]=3)[N:13]=[C:12]2[CH3:27])[CH:5]=1, predict the reactants needed to synthesize it. The reactants are: [CH3:1][O:2][C:3](=[O:28])[C:4]1[CH:9]=[CH:8][C:7]([CH3:10])=[C:6]([N:11]2[C:16](=[O:17])[CH:15]=[C:14]([O:18][CH2:19][C:20]3[CH:25]=[CH:24][CH:23]=[C:22]([CH3:26])[N:21]=3)[N:13]=[C:12]2[CH3:27])[CH:5]=1.[Cl:29]N1C(=O)CCC1=O. (4) Given the product [NH2:11][C:4]1[N:3]=[C:2]([Cl:1])[N:10]=[C:9]2[C:5]=1[N:6]=[CH:7][N:8]2[CH2:19][C:20]1[CH:34]=[CH:33][C:23]([CH2:24][P:25](=[O:32])([O:29][CH2:30][CH3:31])[O:26][CH2:27][CH3:28])=[CH:22][CH:21]=1, predict the reactants needed to synthesize it. The reactants are: [Cl:1][C:2]1[N:10]=[C:9]2[C:5]([N:6]=[CH:7][NH:8]2)=[C:4]([NH2:11])[N:3]=1.C(=O)([O-])[O-].[K+].[K+].Br[CH2:19][C:20]1[CH:34]=[CH:33][C:23]([CH2:24][P:25](=[O:32])([O:29][CH2:30][CH3:31])[O:26][CH2:27][CH3:28])=[CH:22][CH:21]=1. (5) The reactants are: [CH2:1]([C:3]1[C:11](=O)[N:10]2[C:6]([NH:7][C:8]3[CH:16]=[CH:15][CH:14]=[CH:13][C:9]=32)=[C:5]([C:17]([O:19][CH2:20][CH3:21])=[O:18])[CH:4]=1)[CH3:2].P(Cl)(Cl)([Cl:24])=O. Given the product [Cl:24][C:11]1[N:10]2[C:6](=[N:7][C:8]3[CH:16]=[CH:15][CH:14]=[CH:13][C:9]=32)[C:5]([C:17]([O:19][CH2:20][CH3:21])=[O:18])=[CH:4][C:3]=1[CH2:1][CH3:2], predict the reactants needed to synthesize it. (6) Given the product [OH:19][C:15]1[CH:14]=[C:13]([C:11]2[N:12]=[C:7]([N:1]3[CH2:6][CH2:5][O:4][CH2:3][CH2:2]3)[C:8]3[NH:22][CH:21]=[C:20]([CH:23]4[CH2:28][CH2:27][N:26]([CH2:38][CH2:37][NH:36][C:29](=[O:30])[O:31][C:32]([CH3:35])([CH3:34])[CH3:33])[CH2:25][CH2:24]4)[C:9]=3[N:10]=2)[CH:18]=[CH:17][CH:16]=1, predict the reactants needed to synthesize it. The reactants are: [N:1]1([C:7]2[C:8]3[NH:22][CH:21]=[C:20]([CH:23]4[CH2:28][CH2:27][NH:26][CH2:25][CH2:24]4)[C:9]=3[N:10]=[C:11]([C:13]3[CH:14]=[C:15]([OH:19])[CH:16]=[CH:17][CH:18]=3)[N:12]=2)[CH2:6][CH2:5][O:4][CH2:3][CH2:2]1.[C:29]([NH:36][CH2:37][CH:38]=O)([O:31][C:32]([CH3:35])([CH3:34])[CH3:33])=[O:30].